Dataset: Forward reaction prediction with 1.9M reactions from USPTO patents (1976-2016). Task: Predict the product of the given reaction. (1) Given the reactants [CH2:1]([N:3]([CH2:27][CH3:28])[C:4]([C:6]1[CH:11]=[CH:10][C:9]([CH:12]([C:19]2[CH:24]=[CH:23][CH:22]=[C:21]([O:25][CH3:26])[CH:20]=2)[CH2:13][C:14]([O:16]CC)=[O:15])=[CH:8][CH:7]=1)=[O:5])[CH3:2].[OH-].[Na+], predict the reaction product. The product is: [CH2:27]([N:3]([CH2:1][CH3:2])[C:4]([C:6]1[CH:7]=[CH:8][C:9]([CH:12]([C:19]2[CH:24]=[CH:23][CH:22]=[C:21]([O:25][CH3:26])[CH:20]=2)[CH2:13][C:14]([OH:16])=[O:15])=[CH:10][CH:11]=1)=[O:5])[CH3:28]. (2) Given the reactants [CH2:1]([N:8]([C:16]12[CH2:23][CH2:22][C:19]([CH:24]([C:26]3[C:31]([Cl:32])=[CH:30][N:29]=[C:28]4[N:33]([Si:36]([CH:43]([CH3:45])[CH3:44])([CH:40]([CH3:42])[CH3:41])[CH:37]([CH3:39])[CH3:38])[CH:34]=[CH:35][C:27]=34)[OH:25])([CH2:20][CH2:21]1)[CH2:18][CH2:17]2)[C:9](=[O:15])[O:10][C:11]([CH3:14])([CH3:13])[CH3:12])[C:2]1[CH:7]=[CH:6][CH:5]=[CH:4][CH:3]=1.CC(OI1(OC(C)=O)(OC(C)=O)OC(=O)C2C=CC=CC1=2)=O, predict the reaction product. The product is: [CH2:1]([N:8]([C:16]12[CH2:23][CH2:22][C:19]([C:24]([C:26]3[C:27]4[CH:35]=[CH:34][N:33]([Si:36]([CH:43]([CH3:45])[CH3:44])([CH:37]([CH3:39])[CH3:38])[CH:40]([CH3:41])[CH3:42])[C:28]=4[N:29]=[CH:30][C:31]=3[Cl:32])=[O:25])([CH2:20][CH2:21]1)[CH2:18][CH2:17]2)[C:9](=[O:15])[O:10][C:11]([CH3:13])([CH3:14])[CH3:12])[C:2]1[CH:7]=[CH:6][CH:5]=[CH:4][CH:3]=1. (3) Given the reactants O[C:2]1([C:8]2[CH:15]=[CH:14][C:11]([C:12]#[N:13])=[CH:10][CH:9]=2)[CH2:7][CH2:6][O:5][CH2:4][CH2:3]1.C(N(S(F)(F)[F:22])CC)C.[OH-].[Na+], predict the reaction product. The product is: [F:22][C:2]1([C:8]2[CH:15]=[CH:14][C:11]([C:12]#[N:13])=[CH:10][CH:9]=2)[CH2:7][CH2:6][O:5][CH2:4][CH2:3]1. (4) Given the reactants [C:1]([C:3]1[CH:17]=[CH:16][C:6]([C:7]([NH:9][C:10]2[CH:11]=[N:12][CH:13]=[CH:14][CH:15]=2)=[O:8])=[C:5]([CH3:18])[CH:4]=1)#[N:2].[CH]Cl, predict the reaction product. The product is: [NH2:2][CH2:1][C:3]1[CH:17]=[CH:16][C:6]([C:7]([NH:9][C:10]2[CH:11]=[N:12][CH:13]=[CH:14][CH:15]=2)=[O:8])=[C:5]([CH3:18])[CH:4]=1.